Dataset: Catalyst prediction with 721,799 reactions and 888 catalyst types from USPTO. Task: Predict which catalyst facilitates the given reaction. (1) Reactant: [CH2:1]([C:3]1[S:7][C:6]([C:8](=[O:23])[CH2:9][CH2:10][C:11]2[CH:16]=[C:15]([CH3:17])[C:14]([CH2:18][CH2:19][CH2:20][OH:21])=[C:13]([CH3:22])[CH:12]=2)=[C:5]2[CH2:24][CH2:25][C:26]([CH3:29])([CH3:28])[CH2:27][C:4]=12)[CH3:2].CCN(C(C)C)C(C)C.[CH3:39][S:40](Cl)(=[O:42])=[O:41]. Product: [CH2:1]([C:3]1[S:7][C:6]([C:8](=[O:23])[CH2:9][CH2:10][C:11]2[CH:16]=[C:15]([CH3:17])[C:14]([CH2:18][CH2:19][CH2:20][O:21][S:40]([CH3:39])(=[O:42])=[O:41])=[C:13]([CH3:22])[CH:12]=2)=[C:5]2[CH2:24][CH2:25][C:26]([CH3:28])([CH3:29])[CH2:27][C:4]=12)[CH3:2]. The catalyst class is: 2. (2) The catalyst class is: 6. Reactant: [CH2:1]([O:3][C:4]([N:6]1[CH2:11][CH2:10][C:9](=[O:12])[CH2:8][CH2:7]1)=[O:5])[CH3:2].CO[CH:15](OC)[N:16]([CH3:18])[CH3:17]. Product: [CH2:1]([O:3][C:4]([N:6]1[CH2:7][CH2:8][C:9](=[O:12])[C:10](=[CH:15][N:16]([CH3:18])[CH3:17])[CH2:11]1)=[O:5])[CH3:2]. (3) Reactant: [CH2:1]([C:3]1[CH:8]=[CH:7][CH:6]=[C:5](OC)[C:4]=1/[CH:11]=[N:12]/[CH:13]([CH:17]([CH3:19])[CH3:18])[CH:14]([CH3:16])[CH3:15])[CH3:2].[CH:20]([Li])([CH3:22])[CH3:21]. Product: [CH2:1]([C:3]1[CH:8]=[CH:7][CH:6]=[C:5]([CH:20]([CH3:22])[CH3:21])[C:4]=1/[CH:11]=[N:12]/[CH:13]([CH:17]([CH3:19])[CH3:18])[CH:14]([CH3:16])[CH3:15])[CH3:2]. The catalyst class is: 773.